Dataset: Full USPTO retrosynthesis dataset with 1.9M reactions from patents (1976-2016). Task: Predict the reactants needed to synthesize the given product. (1) Given the product [Cl:1][C:2]1[CH:17]=[CH:16][C:15]([Cl:18])=[CH:14][C:3]=1[O:4][C:5]1[C:6]([C:7]([N:26]2[C:27]3[C:22](=[CH:21][C:20]([CH3:19])=[CH:29][CH:28]=3)[CH2:23][CH2:24][CH2:25]2)=[O:9])=[CH:10][CH:11]=[CH:12][N:13]=1, predict the reactants needed to synthesize it. The reactants are: [Cl:1][C:2]1[CH:17]=[CH:16][C:15]([Cl:18])=[CH:14][C:3]=1[O:4][C:5]1[N:13]=[CH:12][CH:11]=[CH:10][C:6]=1[C:7]([OH:9])=O.[CH3:19][C:20]1[CH:21]=[C:22]2[C:27](=[CH:28][CH:29]=1)[NH:26][CH2:25][CH2:24][CH2:23]2.C(N(C(C)C)C(C)C)C.CN(C(ON1N=NC2C=CC=NC1=2)=[N+](C)C)C.F[P-](F)(F)(F)(F)F. (2) Given the product [Cl:1][C:2]1[CH:3]=[CH:4][C:5]2[O:10][CH:9]([C:11]([N:13]3[CH2:14][CH2:15][N:16]([CH2:19][C:20]4[CH:25]=[CH:24][C:23]([F:26])=[CH:22][CH:21]=4)[CH2:17][CH2:18]3)=[O:12])[CH2:8][N:7]([C:30](=[O:31])[CH2:29][N:35]([CH3:36])[CH3:33])[C:6]=2[CH:27]=1, predict the reactants needed to synthesize it. The reactants are: [Cl:1][C:2]1[CH:3]=[CH:4][C:5]2[O:10][CH:9]([C:11]([N:13]3[CH2:18][CH2:17][N:16]([CH2:19][C:20]4[CH:25]=[CH:24][C:23]([F:26])=[CH:22][CH:21]=4)[CH2:15][CH2:14]3)=[O:12])[CH2:8][NH:7][C:6]=2[CH:27]=1.Cl[CH2:29][C:30](Cl)=[O:31].[CH2:33]([N:35](CC)[CH2:36]C)C. (3) Given the product [Cl:17][C:8]1[CH:7]=[CH:6][C:5]2[C:4](=[O:13])[CH2:3][C:2]([CH3:14])([CH3:1])[CH2:11][C:10]=2[N:9]=1, predict the reactants needed to synthesize it. The reactants are: [CH3:1][C:2]1([CH3:14])[CH2:11][C:10]2[NH:9][C:8](=O)[CH:7]=[CH:6][C:5]=2[C:4](=[O:13])[CH2:3]1.P(Cl)(Cl)([Cl:17])=O.